From a dataset of NCI-60 drug combinations with 297,098 pairs across 59 cell lines. Regression. Given two drug SMILES strings and cell line genomic features, predict the synergy score measuring deviation from expected non-interaction effect. (1) Drug 1: CN1C(=O)N2C=NC(=C2N=N1)C(=O)N. Drug 2: CN(C(=O)NC(C=O)C(C(C(CO)O)O)O)N=O. Cell line: TK-10. Synergy scores: CSS=-1.99, Synergy_ZIP=2.73, Synergy_Bliss=0.111, Synergy_Loewe=-2.41, Synergy_HSA=-4.86. (2) Drug 1: CS(=O)(=O)C1=CC(=C(C=C1)C(=O)NC2=CC(=C(C=C2)Cl)C3=CC=CC=N3)Cl. Drug 2: C1=CN(C=N1)CC(O)(P(=O)(O)O)P(=O)(O)O. Cell line: DU-145. Synergy scores: CSS=6.73, Synergy_ZIP=-0.608, Synergy_Bliss=7.53, Synergy_Loewe=4.84, Synergy_HSA=4.98. (3) Drug 1: C1CN1C2=NC(=NC(=N2)N3CC3)N4CC4. Drug 2: CC1C(C(CC(O1)OC2CC(CC3=C2C(=C4C(=C3O)C(=O)C5=C(C4=O)C(=CC=C5)OC)O)(C(=O)C)O)N)O.Cl. Cell line: SF-295. Synergy scores: CSS=45.1, Synergy_ZIP=-2.35, Synergy_Bliss=-1.01, Synergy_Loewe=-6.73, Synergy_HSA=1.00. (4) Cell line: A549. Drug 2: CC1=C(N=C(N=C1N)C(CC(=O)N)NCC(C(=O)N)N)C(=O)NC(C(C2=CN=CN2)OC3C(C(C(C(O3)CO)O)O)OC4C(C(C(C(O4)CO)O)OC(=O)N)O)C(=O)NC(C)C(C(C)C(=O)NC(C(C)O)C(=O)NCCC5=NC(=CS5)C6=NC(=CS6)C(=O)NCCC[S+](C)C)O. Drug 1: CN(C)N=NC1=C(NC=N1)C(=O)N. Synergy scores: CSS=18.2, Synergy_ZIP=-5.58, Synergy_Bliss=2.07, Synergy_Loewe=-9.11, Synergy_HSA=1.13. (5) Drug 1: CN1CCC(CC1)COC2=C(C=C3C(=C2)N=CN=C3NC4=C(C=C(C=C4)Br)F)OC. Drug 2: C1CN(CCN1C(=O)CCBr)C(=O)CCBr. Cell line: MDA-MB-435. Synergy scores: CSS=-0.584, Synergy_ZIP=3.97, Synergy_Bliss=5.79, Synergy_Loewe=-3.75, Synergy_HSA=-0.563.